Dataset: Forward reaction prediction with 1.9M reactions from USPTO patents (1976-2016). Task: Predict the product of the given reaction. The product is: [C:11]1([C:17]#[C:18][C:5]2[C:4]([C:1](=[O:3])[CH3:2])=[CH:9][CH:8]=[CH:7][N:6]=2)[CH:16]=[CH:15][CH:14]=[CH:13][CH:12]=1. Given the reactants [C:1]([C:4]1[C:5](Br)=[N:6][CH:7]=[CH:8][CH:9]=1)(=[O:3])[CH3:2].[C:11]1([C:17]#[CH:18])[CH:16]=[CH:15][CH:14]=[CH:13][CH:12]=1.CCN(C(C)C)C(C)C.[Cl-], predict the reaction product.